Dataset: Peptide-MHC class I binding affinity with 185,985 pairs from IEDB/IMGT. Task: Regression. Given a peptide amino acid sequence and an MHC pseudo amino acid sequence, predict their binding affinity value. This is MHC class I binding data. (1) The binding affinity (normalized) is 0.0847. The peptide sequence is AAAQGQAPL. The MHC is HLA-B39:01 with pseudo-sequence HLA-B39:01. (2) The peptide sequence is DRLALLANL. The MHC is Mamu-B03 with pseudo-sequence Mamu-B03. The binding affinity (normalized) is 0.374.